This data is from Forward reaction prediction with 1.9M reactions from USPTO patents (1976-2016). The task is: Predict the product of the given reaction. (1) Given the reactants Cl.[NH2:2][CH2:3][C:4]1[CH:5]=[C:6]([CH:11]=[CH:12][CH:13]=1)[C:7]([O:9][CH3:10])=[O:8].CN1CCOCC1.CCN=C=NCCCN(C)C.Cl.C1C=CC2N(O)N=NC=2C=1.[CH2:43]([O:45][C:46]1[CH:67]=[CH:66][CH:65]=[CH:64][C:47]=1[O:48][C@@H:49]1[CH2:54][CH2:53][CH2:52][N:51]([C:55]2[N:60]=[CH:59][C:58]([C:61](O)=[O:62])=[CH:57][N:56]=2)[CH2:50]1)[CH3:44], predict the reaction product. The product is: [CH2:43]([O:45][C:46]1[CH:67]=[CH:66][CH:65]=[CH:64][C:47]=1[O:48][C@@H:49]1[CH2:54][CH2:53][CH2:52][N:51]([C:55]2[N:60]=[CH:59][C:58]([C:61]([NH:2][CH2:3][C:4]3[CH:5]=[C:6]([CH:11]=[CH:12][CH:13]=3)[C:7]([O:9][CH3:10])=[O:8])=[O:62])=[CH:57][N:56]=2)[CH2:50]1)[CH3:44]. (2) Given the reactants [Cl:1][C:2]1[CH:3]=[C:4]2[C:29](=[CH:30][CH:31]=1)[C:7]1([CH2:11][CH2:10][N:9]([CH2:12][CH2:13][CH2:14][S:15][C:16]3[N:17]([CH3:28])[C:18]([C:21]4[S:25][C:24]([CH3:26])=[N:23][C:22]=4[CH3:27])=[N:19][N:20]=3)[CH2:8]1)[CH2:6][CH2:5]2, predict the reaction product. The product is: [ClH:1].[Cl:1][C:2]1[CH:3]=[C:4]2[C:29](=[CH:30][CH:31]=1)[C:7]1([CH2:11][CH2:10][N:9]([CH2:12][CH2:13][CH2:14][S:15][C:16]3[N:17]([CH3:28])[C:18]([C:21]4[S:25][C:24]([CH3:26])=[N:23][C:22]=4[CH3:27])=[N:19][N:20]=3)[CH2:8]1)[CH2:6][CH2:5]2. (3) Given the reactants [Cl:1][C:2]1[CH:28]=[CH:27][C:5]2[N:6]3[C:10]([CH2:11][NH:12][CH2:13][C:4]=2[CH:3]=1)=[N:9][N:8]=[C:7]3[C@H:14]1[CH2:19][CH2:18][C@H:17]([C:20]2[C:25]([F:26])=[CH:24][CH:23]=[CH:22][N:21]=2)[CH2:16][CH2:15]1.C(=O)([O-])[O-].[Cs+].[Cs+].[CH3:35][O:36][CH2:37][CH2:38]Br, predict the reaction product. The product is: [Cl:1][C:2]1[CH:28]=[CH:27][C:5]2[N:6]3[C:10]([CH2:11][N:12]([CH2:38][CH2:37][O:36][CH3:35])[CH2:13][C:4]=2[CH:3]=1)=[N:9][N:8]=[C:7]3[C@H:14]1[CH2:19][CH2:18][C@H:17]([C:20]2[C:25]([F:26])=[CH:24][CH:23]=[CH:22][N:21]=2)[CH2:16][CH2:15]1. (4) Given the reactants [C:1]([O:5][C:6]([NH:8][C:9]1[CH:18]=[CH:17][C:12]([C:13]([O:15][CH3:16])=[O:14])=[C:11]([OH:19])[CH:10]=1)=[O:7])([CH3:4])([CH3:3])[CH3:2].N1C=CC=CC=1.[C:26](OC(=O)C)(=[O:28])[CH3:27], predict the reaction product. The product is: [C:26]([O:19][C:11]1[CH:10]=[C:9]([NH:8][C:6]([O:5][C:1]([CH3:4])([CH3:2])[CH3:3])=[O:7])[CH:18]=[CH:17][C:12]=1[C:13]([O:15][CH3:16])=[O:14])(=[O:28])[CH3:27]. (5) Given the reactants [Cl:1][C:2]1[CH:7]=[C:6](Cl)[C:5]([N+:9]([O-:11])=[O:10])=[CH:4][N:3]=1.[CH:12]1([NH2:16])[CH2:15][CH2:14][CH2:13]1, predict the reaction product. The product is: [Cl:1][C:2]1[CH:7]=[C:6]([NH:16][CH:12]2[CH2:15][CH2:14][CH2:13]2)[C:5]([N+:9]([O-:11])=[O:10])=[CH:4][N:3]=1. (6) Given the reactants [Cl:1][CH2:2][CH2:3][CH2:4][CH:5]([C:8]1[CH:13]=[CH:12][C:11]([Cl:14])=[C:10]([Cl:15])[CH:9]=1)[C:6]#[N:7].[C:16](Cl)(=[O:18])[CH3:17], predict the reaction product. The product is: [ClH:1].[Cl:1][CH2:2][CH2:3][CH2:4][CH:5]([C:8]1[CH:13]=[CH:12][C:11]([Cl:14])=[C:10]([Cl:15])[CH:9]=1)[C:6](=[NH:7])[O:18][CH2:16][CH3:17]. (7) Given the reactants [NH2:1][C:2]1[O:6][C:5]([C:7]2[CH:12]=[CH:11][N:10]=[CH:9][C:8]=2[NH:13][C:14]2[CH:19]=[CH:18][C:17]([I:20])=[CH:16][C:15]=2[F:21])=[N:4][N:3]=1.[CH2:22](O)[CH3:23].C(O)(=O)C, predict the reaction product. The product is: [CH2:22]([O:6][C:2]1[NH:1][C:5]([C:7]2[CH:12]=[CH:11][N:10]=[CH:9][C:8]=2[NH:13][C:14]2[CH:19]=[CH:18][C:17]([I:20])=[CH:16][C:15]=2[F:21])=[N:4][N:3]=1)[CH3:23].